Dataset: Full USPTO retrosynthesis dataset with 1.9M reactions from patents (1976-2016). Task: Predict the reactants needed to synthesize the given product. (1) Given the product [Cl:1][C:2]1[CH:3]=[CH:4][C:5]2[S:8][CH:9]=[CH:10][C:6]=2[CH:7]=1, predict the reactants needed to synthesize it. The reactants are: [Cl:1][C:2]1[CH:7]=[CH:6][C:5]([S:8][CH2:9][CH:10](OCC)OCC)=[CH:4][CH:3]=1. (2) Given the product [Br:1][C:2]1[CH:3]=[CH:4][C:5]([C:8]2[O:12][N:11]=[C:10]([CH3:13])[C:9]=2[CH2:14][NH:16][CH2:17][CH:18]([C:20]2[CH:25]=[CH:24][CH:23]=[CH:22][CH:21]=2)[OH:19])=[CH:6][CH:7]=1, predict the reactants needed to synthesize it. The reactants are: [Br:1][C:2]1[CH:7]=[CH:6][C:5]([C:8]2[O:12][N:11]=[C:10]([CH3:13])[C:9]=2[CH:14]=O)=[CH:4][CH:3]=1.[NH2:16][CH2:17][CH:18]([C:20]1[CH:25]=[CH:24][CH:23]=[CH:22][CH:21]=1)[OH:19]. (3) Given the product [CH3:1][O:2][C:3]1[CH:4]=[CH:5][C:6]([CH:9]=[O:10])=[CH:7][N:8]=1, predict the reactants needed to synthesize it. The reactants are: [CH3:1][O:2][C:3]1[N:8]=[CH:7][C:6]([CH2:9][OH:10])=[CH:5][CH:4]=1.